Dataset: Catalyst prediction with 721,799 reactions and 888 catalyst types from USPTO. Task: Predict which catalyst facilitates the given reaction. (1) Reactant: C(=O)([O-])[O-].[K+].[K+].CN1CCCC1=O.F[C:15]1[CH:22]=[CH:21][C:20]([N+:23]([O-:25])=[O:24])=[CH:19][C:16]=1[CH2:17][OH:18].[CH2:26]([N:28]1[CH2:33][CH2:32][NH:31][CH2:30][CH2:29]1)[CH3:27]. Product: [N+:23]([C:20]1[CH:21]=[CH:22][C:15]([N:31]2[CH2:32][CH2:33][N:28]([CH2:26][CH3:27])[CH2:29][CH2:30]2)=[C:16]([CH2:17][OH:18])[CH:19]=1)([O-:25])=[O:24]. The catalyst class is: 6. (2) Reactant: C[OH:2].O.[F:4][C:5]1[C:10]([O:11][CH2:12][CH2:13][O:14][CH3:15])=[CH:9][C:8]([O:16][CH3:17])=[CH:7][C:6]=1[CH:18]([NH:34][C:35]1[CH:40]=[CH:39][C:38]([C:41]2[N:45]=[C:44]([C:46](F)(F)F)[O:43][N:42]=2)=[CH:37][CH:36]=1)[C:19]1[NH:20][C:21](=[O:33])[N:22]([C:24]2[C:29]([N+:30]([O-])=O)=[CH:28][CH:27]=[CH:26][N:25]=2)[N:23]=1. Product: [C:44]([OH:2])(=[O:43])[CH3:46].[NH2:30][C:29]1[C:24]([N:22]2[C:21](=[O:33])[NH:20][C:19]([CH:18]([NH:34][C:35]3[CH:36]=[CH:37][C:38]([C:41]([NH2:45])=[NH:42])=[CH:39][CH:40]=3)[C:6]3[CH:7]=[C:8]([O:16][CH3:17])[CH:9]=[C:10]([O:11][CH2:12][CH2:13][O:14][CH3:15])[C:5]=3[F:4])=[N:23]2)=[N:25][CH:26]=[CH:27][CH:28]=1. The catalyst class is: 770. (3) Reactant: [CH3:1][O:2][C:3]1[CH:8]=[CH:7][C:6]([C:9]2[CH:10]=[N:11][CH:12]=[C:13]3[C:18]=2[N:17]=[C:16]([C:19]([OH:21])=O)[CH:15]=[CH:14]3)=[CH:5][CH:4]=1.C(N1C=CN=C1)([N:24]1C=CN=C1)=O.N.CO. Product: [CH3:1][O:2][C:3]1[CH:4]=[CH:5][C:6]([C:9]2[CH:10]=[N:11][CH:12]=[C:13]3[C:18]=2[N:17]=[C:16]([C:19]([NH2:24])=[O:21])[CH:15]=[CH:14]3)=[CH:7][CH:8]=1. The catalyst class is: 4. (4) Product: [Cl:16][C:17]1[CH:18]=[C:19]([C:20]([N:9]2[CH2:8][CH2:7][C:6]3[C:11](=[CH:12][C:13]([O:14][CH3:15])=[C:4]([O:3][CH3:2])[CH:5]=3)[CH2:10]2)=[O:21])[CH:23]=[CH:24][N:25]=1. The catalyst class is: 2. Reactant: Cl.[CH3:2][O:3][C:4]1[CH:5]=[C:6]2[C:11](=[CH:12][C:13]=1[O:14][CH3:15])[CH2:10][NH:9][CH2:8][CH2:7]2.[Cl:16][C:17]1[CH:18]=[C:19]([CH:23]=[CH:24][N:25]=1)[C:20](O)=[O:21].CCN(CC)CC.F[P-](F)(F)(F)(F)F.N1(O[P+](N(C)C)(N(C)C)N(C)C)C2C=CC=CC=2N=N1.